This data is from Full USPTO retrosynthesis dataset with 1.9M reactions from patents (1976-2016). The task is: Predict the reactants needed to synthesize the given product. (1) Given the product [CH3:6][C:5]1[CH:4]=[C:3]([C:2]([Cl:11])([Cl:10])[Cl:1])[N:18]([C:12]2[CH:17]=[CH:16][CH:15]=[CH:14][CH:13]=2)[N:19]=1, predict the reactants needed to synthesize it. The reactants are: [Cl:1][C:2]([Cl:11])([Cl:10])[C:3](=O)/[CH:4]=[C:5](/OC)\[CH3:6].[C:12]1([NH:18][NH2:19])[CH:17]=[CH:16][CH:15]=[CH:14][CH:13]=1. (2) Given the product [Br-:18].[Cl:11][C:8]1[N:7]=[N+:6]([CH2:17][C:16]([O:15][CH2:13][CH3:14])=[O:19])[C:5]([N:4]=[CH:3][N:2]([CH3:12])[CH3:1])=[CH:10][CH:9]=1, predict the reactants needed to synthesize it. The reactants are: [CH3:1][N:2]([CH3:12])[CH:3]=[N:4][C:5]1[N:6]=[N:7][C:8]([Cl:11])=[CH:9][CH:10]=1.[CH2:13]([O:15][C:16](=[O:19])[CH2:17][Br:18])[CH3:14]. (3) Given the product [NH2:7][C:6]1[CH:8]=[C:2]([CH:3]=[CH:4][C:5]=1[N+:9]([O-:11])=[O:10])[C:12]#[N:13], predict the reactants needed to synthesize it. The reactants are: Cl[C:2]1[CH:3]=[CH:4][C:5]([N+:9]([O-:11])=[O:10])=[C:6]([CH:8]=1)[NH2:7].[CH3:12][N:13](C=O)C. (4) Given the product [Cl:1][C:2]1[C:7]([CH:6]=[C:5]([NH:10][C:11]2[C:20]3[C:15](=[CH:16][C:17]([O:23][CH2:24][CH2:25][O:26][CH3:27])=[C:18]([O:21][CH3:22])[CH:19]=3)[N:14]=[CH:13][N:12]=2)[C:4](=[O:28])[C:3]=1[O:30][CH3:31])=[O:8], predict the reactants needed to synthesize it. The reactants are: [Cl:1][C:2]1[C:7]([O:8]C)=[CH:6][C:5]([NH:10][C:11]2[C:20]3[C:15](=[CH:16][C:17]([O:23][CH2:24][CH2:25][O:26][CH3:27])=[C:18]([O:21][CH3:22])[CH:19]=3)[N:14]=[CH:13][N:12]=2)=[C:4]([O:28]C)[C:3]=1[O:30][CH3:31]. (5) Given the product [C:24]([O:12][C@H:10]([C@H:9]([O:8][CH2:1][C:2]1[CH:3]=[CH:4][CH:5]=[CH:6][CH:7]=1)[C@@H:13]([O:16][CH2:17][C:18]1[CH:19]=[CH:20][CH:21]=[CH:22][CH:23]=1)[CH:14]=[CH2:15])[CH3:11])(=[O:26])[CH3:25], predict the reactants needed to synthesize it. The reactants are: [CH2:1]([O:8][C@H:9]([C@@H:13]([O:16][CH2:17][C:18]1[CH:23]=[CH:22][CH:21]=[CH:20][CH:19]=1)[CH:14]=[CH2:15])[C@@H:10]([OH:12])[CH3:11])[C:2]1[CH:7]=[CH:6][CH:5]=[CH:4][CH:3]=1.[C:24](OC(=O)C)(=[O:26])[CH3:25]. (6) Given the product [Cl:22][CH2:23][CH2:24][CH2:25][O:26][C:27]1[CH:28]=[CH:29][C:30]([C:33]2[CH:34]=[C:35]([CH3:41])[C:36](=[O:40])[N:37]([CH3:39])[N:38]=2)=[CH:31][CH:32]=1.[CH3:39][N:37]1[C:36](=[O:40])[C:35]([CH3:41])=[CH:34][C:33]([C:30]2[CH:31]=[CH:32][C:27]([O:26][CH2:25][CH2:24][CH2:23][N:13]3[CH2:6][CH2:9][CH2:10][CH2:11][CH2:12]3)=[CH:28][CH:29]=2)=[N:38]1, predict the reactants needed to synthesize it. The reactants are: COC1C=C[C:6]([C:9]2[CH:10]=[C:11](C)[C:12](=O)[NH:13]N=2)=CC=1.BrCCCCl.[Cl:22][CH2:23][CH2:24][CH2:25][O:26][C:27]1[CH:32]=[CH:31][C:30]([C:33]2[CH:34]=[C:35]([CH3:41])[C:36](=[O:40])[N:37]([CH3:39])[N:38]=2)=[CH:29][CH:28]=1.N1CCCCC1. (7) Given the product [CH2:1]([O:3][C:4](=[O:16])[CH2:5][O:6][C:7]1[CH:12]=[CH:11][C:10]([Br:13])=[CH:9][C:8]=1/[CH:14]=[N:23]/[CH2:22][C:21]([O:20][CH2:18][CH3:19])=[O:24])[CH3:2], predict the reactants needed to synthesize it. The reactants are: [CH2:1]([O:3][C:4](=[O:16])[CH2:5][O:6][C:7]1[CH:12]=[CH:11][C:10]([Br:13])=[CH:9][C:8]=1[CH:14]=O)[CH3:2].Cl.[CH2:18]([O:20][C:21](=[O:24])[CH2:22][NH2:23])[CH3:19].CCN(CC)CC.O.